This data is from Reaction yield outcomes from USPTO patents with 853,638 reactions. The task is: Predict the reaction yield, written as a fraction of the theoretical maximum amount of product (1.0 means a 100% yield; for example, 0.34 means a 34% yield). (1) The reactants are [NH2:1][C:2]1[C:3]([F:16])=[CH:4][C:5]([OH:15])=[C:6]([N:8]2[C:12](=[O:13])[N:11]([CH3:14])[N:10]=[N:9]2)[CH:7]=1.Br[C:18]([CH3:25])([CH3:24])[C:19]([O:21][CH2:22][CH3:23])=[O:20].C([O-])([O-])=O.[K+].[K+]. The catalyst is [Br-].C([N+](CCCC)(CCCC)CCCC)CCC.CC(C)=O. The product is [NH2:1][C:2]1[C:3]([F:16])=[CH:4][C:5]([O:15][C:18]([CH3:25])([CH3:24])[C:19]([O:21][CH2:22][CH3:23])=[O:20])=[C:6]([N:8]2[C:12](=[O:13])[N:11]([CH3:14])[N:10]=[N:9]2)[CH:7]=1. The yield is 0.740. (2) The reactants are [C:1](N1C=CN=C1)(N1C=CN=C1)=[O:2].[NH2:13][CH2:14][CH2:15][CH2:16][C:17]1[CH:22]=[CH:21][N:20]=[CH:19][CH:18]=1.Cl.[C:24]12([CH2:34][CH2:35][NH:36][CH2:37][CH2:38][CH2:39][CH2:40][CH3:41])[CH2:33][CH:28]3[CH2:29][CH:30]([CH2:32][CH:26]([CH2:27]3)[CH2:25]1)[CH2:31]2. The catalyst is O1CCCC1.C(OCC)(=O)C. The product is [C:24]12([CH2:34][CH2:35][N:36]([CH2:37][CH2:38][CH2:39][CH2:40][CH3:41])[C:1]([NH:13][CH2:14][CH2:15][CH2:16][C:17]3[CH:22]=[CH:21][N:20]=[CH:19][CH:18]=3)=[O:2])[CH2:31][CH:30]3[CH2:29][CH:28]([CH2:27][CH:26]([CH2:32]3)[CH2:25]1)[CH2:33]2. The yield is 0.730. (3) The reactants are [OH:1][C@@H:2]([CH2:30][NH:31][S:32]([C:35]1[CH:40]=[CH:39][CH:38]=[CH:37][N:36]=1)(=[O:34])=[O:33])[C@@H:3]([NH:5][C:6](=[O:29])[O:7][C@H:8]([CH2:13][N:14]1[CH:18]=[CH:17][C:16]([C:19]2[CH:24]=[CH:23][C:22]([C:25]([F:28])([F:27])[F:26])=[CH:21][CH:20]=2)=[N:15]1)[C:9]([CH3:12])([CH3:11])[CH3:10])[CH3:4].O[C@H](CNS(C1C=CC=CN=1)(=O)=O)[C@@H](NC(=O)O[C@H](CN1C=CC(C2C=CC(C(F)(F)F)=CC=2)=N1)C(C)(C)C)C.C(=O)(O)[O-].[Na+].CC(OI1(OC(C)=O)(OC(C)=O)OC(=O)C2C=CC=CC1=2)=O. The catalyst is ClCCl. The product is [CH3:4][C@H:3]([NH:5][C:6](=[O:29])[O:7][C@H:8]([CH2:13][N:14]1[CH:18]=[CH:17][C:16]([C:19]2[CH:24]=[CH:23][C:22]([C:25]([F:26])([F:28])[F:27])=[CH:21][CH:20]=2)=[N:15]1)[C:9]([CH3:11])([CH3:10])[CH3:12])[C:2](=[O:1])[CH2:30][NH:31][S:32]([C:35]1[CH:40]=[CH:39][CH:38]=[CH:37][N:36]=1)(=[O:34])=[O:33]. The yield is 0.590. (4) The reactants are [CH3:1][C:2]1[CH:7]=[C:6]([N+:8]([O-:10])=[O:9])[CH:5]=[CH:4][C:3]=1[OH:11].[Si:12](Cl)([C:15]([CH3:18])([CH3:17])[CH3:16])([CH3:14])[CH3:13]. The catalyst is CN(C=O)C. The product is [C:15]([Si:12]([CH3:14])([CH3:13])[O:11][C:3]1[CH:4]=[CH:5][C:6]([N+:8]([O-:10])=[O:9])=[CH:7][C:2]=1[CH3:1])([CH3:18])([CH3:17])[CH3:16]. The yield is 0.750. (5) The reactants are [Br:1][C:2]1[CH:11]=[CH:10][CH:9]=[C:8]2[C:3]=1[CH:4]=[CH:5][CH:6]=[C:7]2[CH2:12]O.C1(P(C2C=CC=CC=2)C2C=CC=CC=2)C=CC=CC=1.C1C(=O)N([Br:40])C(=O)C1. The product is [Br:1][C:2]1[C:3]2[C:8](=[C:7]([CH2:12][Br:40])[CH:6]=[CH:5][CH:4]=2)[CH:9]=[CH:10][CH:11]=1. The yield is 0.730. The catalyst is C(Cl)Cl. (6) The reactants are [Cl:1][C:2]1[CH:29]=[CH:28][CH:27]=[C:26]([C:30]2([OH:34])[CH2:33][CH2:32][CH2:31]2)[C:3]=1[CH2:4][N:5]1[C:13]2[C:8](=[C:9]([F:14])[CH:10]=[CH:11][CH:12]=2)[C:7]([C:15]2[CH:24]=[CH:23][C:18]([C:19]([O:21]C)=[O:20])=[CH:17][C:16]=2[F:25])=[N:6]1.[OH-].[Na+]. The catalyst is CO.O. The product is [Cl:1][C:2]1[CH:29]=[CH:28][CH:27]=[C:26]([C:30]2([OH:34])[CH2:31][CH2:32][CH2:33]2)[C:3]=1[CH2:4][N:5]1[C:13]2[C:8](=[C:9]([F:14])[CH:10]=[CH:11][CH:12]=2)[C:7]([C:15]2[CH:24]=[CH:23][C:18]([C:19]([OH:21])=[O:20])=[CH:17][C:16]=2[F:25])=[N:6]1. The yield is 0.136. (7) The reactants are [Cl:1][C:2]1[CH:15]=[C:14]([N+:16]([O-])=O)[CH:13]=[CH:12][C:3]=1[O:4][CH2:5][C:6]1[CH:11]=[CH:10][CH:9]=[CH:8][N:7]=1.CCOC(C)=O. The yield is 0.520. The catalyst is C(O)(=O)C.[Fe]. The product is [Cl:1][C:2]1[CH:15]=[C:14]([NH2:16])[CH:13]=[CH:12][C:3]=1[O:4][CH2:5][C:6]1[CH:11]=[CH:10][CH:9]=[CH:8][N:7]=1. (8) The reactants are [CH:1]1([CH2:6][CH:7]([C:11]2[CH:16]=[CH:15][CH:14]=[C:13]([C:17]([F:20])([F:19])[F:18])[CH:12]=2)[C:8]([OH:10])=O)[CH2:5][CH2:4][CH2:3][CH2:2]1.C(Cl)(=O)C(Cl)=O.[NH2:27][C:28]1[S:29][CH:30]=[CH:31][N:32]=1.C(N(CC)C(C)C)(C)C. The catalyst is C(Cl)Cl.CN(C)C=O.O1CCCC1. The product is [CH:1]1([CH2:6][CH:7]([C:11]2[CH:16]=[CH:15][CH:14]=[C:13]([C:17]([F:20])([F:19])[F:18])[CH:12]=2)[C:8]([NH:27][C:28]2[S:29][CH:30]=[CH:31][N:32]=2)=[O:10])[CH2:2][CH2:3][CH2:4][CH2:5]1. The yield is 0.814. (9) The yield is 0.170. The catalyst is C(O)C. The product is [F:1][C:2]1[CH:7]=[CH:6][C:5]([CH2:8][C:9]2[CH:18]=[C:17]3[C:12]([C:13]([OH:29])=[C:14]([C:24]([NH:31][CH3:30])=[O:26])[C:15](=[O:23])[N:16]3[CH2:19][CH2:20][CH2:21][OH:22])=[N:11][CH:10]=2)=[CH:4][CH:3]=1. The reactants are [F:1][C:2]1[CH:7]=[CH:6][C:5]([CH2:8][C:9]2[CH:18]=[C:17]3[C:12]([C:13]([OH:29])=[C:14]([C:24]([O:26]CC)=O)[C:15](=[O:23])[N:16]3[CH2:19][CH2:20][CH2:21][OH:22])=[N:11][CH:10]=2)=[CH:4][CH:3]=1.[CH3:30][NH2:31]. (10) The reactants are O=C1C2C(=CC=CC=2)C(=O)[N:3]1[O:12][CH2:13][C@@H:14]([NH:16][C:17](=[O:23])[O:18][C:19]([CH3:22])([CH3:21])[CH3:20])[CH3:15].O.NN. The catalyst is C(O)C.C(Cl)Cl. The product is [C:19]([O:18][C:17](=[O:23])[NH:16][C@@H:14]([CH3:15])[CH2:13][O:12][NH2:3])([CH3:22])([CH3:20])[CH3:21]. The yield is 0.770.